This data is from Reaction yield outcomes from USPTO patents with 853,638 reactions. The task is: Predict the reaction yield, written as a fraction of the theoretical maximum amount of product (1.0 means a 100% yield; for example, 0.34 means a 34% yield). (1) The reactants are C[O:2][C:3]([C:5]1[C:13]([NH:14][C:15]2[CH:20]=[CH:19][C:18]([Br:21])=[CH:17][C:16]=2[Cl:22])=[C:12]([F:23])[C:8]2[N:9]=[CH:10][NH:11][C:7]=2[CH:6]=1)=[O:4].[OH-].[Na+]. The catalyst is CCO.C(OCC)(=O)C.O.Cl. The product is [Br:21][C:18]1[CH:19]=[CH:20][C:15]([NH:14][C:13]2[C:5]([C:3]([OH:4])=[O:2])=[CH:6][C:7]3[NH:11][CH:10]=[N:9][C:8]=3[C:12]=2[F:23])=[C:16]([Cl:22])[CH:17]=1. The yield is 0.390. (2) The reactants are [H-].[Na+].[CH:3]([N:16]1[CH2:19][CH:18]([OH:20])[CH2:17]1)([C:10]1[CH:15]=[CH:14][CH:13]=[CH:12][CH:11]=1)[C:4]1[CH:9]=[CH:8][CH:7]=[CH:6][CH:5]=1.[H][H].[F:23][C:24]1[CH:29]=[CH:28][C:27](F)=[CH:26][CH:25]=1.C(=O)([O-])O.[Na+]. The catalyst is CN(C=O)C. The product is [C:4]1([CH:3]([C:10]2[CH:15]=[CH:14][CH:13]=[CH:12][CH:11]=2)[N:16]2[CH2:19][CH:18]([O:20][C:27]3[CH:28]=[CH:29][C:24]([F:23])=[CH:25][CH:26]=3)[CH2:17]2)[CH:5]=[CH:6][CH:7]=[CH:8][CH:9]=1. The yield is 0.670. (3) The catalyst is ClCCl. The reactants are [O:1]1[CH2:5][CH2:4][CH2:3][C@@H:2]1[C:6]([OH:8])=O.CCN=C=NCCCN(C)C.Cl.C1C=CC2N(O)[N:28]=[N:27]C=2C=1.O.NN. The yield is 0.590. The product is [O:1]1[CH2:5][CH2:4][CH2:3][C@@H:2]1[C:6]([NH:27][NH2:28])=[O:8]. (4) The reactants are C1(CC(Cl)=O)C=CC=CC=1.[S-]C#N.[K+].C(=O)([O-])O.[Na+].[NH2:20][C:21]1[CH:48]=[CH:47][C:24]([O:25][C:26]2[CH:31]=[CH:30][N:29]=[C:28]([NH:32][C:33](=[O:46])[N:34]([CH3:45])[CH2:35][CH2:36][CH2:37][N:38]3[CH2:43][CH2:42][N:41]([CH3:44])[CH2:40][CH2:39]3)[CH:27]=2)=[C:23]([F:49])[CH:22]=1.CC1(C)C2(CS(O)(=O)=O)C(CC1CC2)=O.[C:65]1([CH2:71][C:72]([N:74]=[C:75]=[S:76])=[O:73])[CH:70]=[CH:69][CH:68]=[CH:67][CH:66]=1. The catalyst is C(#N)C.C(O)C.CCCCCC.C(OCC)C.C(OCC)(=O)C. The product is [F:49][C:23]1[CH:22]=[C:21]([NH:20][C:75]([NH:74][C:72](=[O:73])[CH2:71][C:65]2[CH:66]=[CH:67][CH:68]=[CH:69][CH:70]=2)=[S:76])[CH:48]=[CH:47][C:24]=1[O:25][C:26]1[CH:31]=[CH:30][N:29]=[C:28]([NH:32][C:33](=[O:46])[N:34]([CH3:45])[CH2:35][CH2:36][CH2:37][N:38]2[CH2:39][CH2:40][N:41]([CH3:44])[CH2:42][CH2:43]2)[CH:27]=1. The yield is 0.491. (5) The reactants are Br[C:2]1[CH:3]=[CH:4][C:5]([Cl:10])=[C:6]([O:8][CH3:9])[CH:7]=1.C([Li])CCC.[CH3:16][C:17]1([CH3:31])[C:22](=[O:23])[CH2:21][CH2:20][N:19]([C:24]([O:26][C:27]([CH3:30])([CH3:29])[CH3:28])=[O:25])[CH2:18]1. The catalyst is C1COCC1. The product is [Cl:10][C:5]1[CH:4]=[CH:3][C:2]([C:22]2([OH:23])[CH2:21][CH2:20][N:19]([C:24]([O:26][C:27]([CH3:29])([CH3:28])[CH3:30])=[O:25])[CH2:18][C:17]2([CH3:31])[CH3:16])=[CH:7][C:6]=1[O:8][CH3:9]. The yield is 0.600. (6) The reactants are [F:1][C:2]1([F:9])[CH2:5][CH:4]([CH2:6][CH2:7][OH:8])[CH2:3]1.CC(C)=[O:12].OS(O)(=O)=O.O=[Cr](=O)=O. The catalyst is CC(C)=O. The product is [F:1][C:2]1([F:9])[CH2:5][CH:4]([CH2:6][C:7]([OH:12])=[O:8])[CH2:3]1. The yield is 0.920. (7) The reactants are C(=O)([O-])[O-].[Ca+2].[C:6](Cl)(Cl)=[S:7].ClCCl.O.[F:14][C:15]([F:27])([F:26])[S:16]([C:19]1[CH:25]=[CH:24][C:22]([NH2:23])=[CH:21][CH:20]=1)(=[O:18])=[O:17]. No catalyst specified. The product is [N:23]([C:22]1[CH:24]=[CH:25][C:19]([S:16]([C:15]([F:26])([F:14])[F:27])(=[O:17])=[O:18])=[CH:20][CH:21]=1)=[C:6]=[S:7]. The yield is 0.700. (8) The reactants are [CH3:1][O:2][C:3]1[CH:8]=[CH:7][CH:6]=[CH:5][C:4]=1[N:9]1[C:13]([C:14]2[CH:19]=[CH:18][C:17]([C:20](=[O:22])[CH3:21])=[CH:16][CH:15]=2)=[CH:12][C:11]([CH:23]2[CH2:28][C:27]([CH3:30])([CH3:29])[O:26][C:25]([CH3:32])([CH3:31])[CH2:24]2)=[N:10]1.[BH4-].[Na+]. The catalyst is C(O)C.CC#N.C(O)(C(F)(F)F)=O.O. The product is [CH3:1][O:2][C:3]1[CH:8]=[CH:7][CH:6]=[CH:5][C:4]=1[N:9]1[C:13]([C:14]2[CH:19]=[CH:18][C:17]([CH:20]([OH:22])[CH3:21])=[CH:16][CH:15]=2)=[CH:12][C:11]([CH:23]2[CH2:28][C:27]([CH3:30])([CH3:29])[O:26][C:25]([CH3:31])([CH3:32])[CH2:24]2)=[N:10]1. The yield is 0.860.